This data is from Full USPTO retrosynthesis dataset with 1.9M reactions from patents (1976-2016). The task is: Predict the reactants needed to synthesize the given product. Given the product [CH2:1]([N:8]1[CH2:13][CH2:12][N:11]([C:36](=[O:37])[C:35]2[CH:34]=[C:33]([Cl:32])[CH:41]=[C:40]([Cl:42])[CH:39]=2)[C@H:10]([CH2:14][C:15]2[CH:24]=[CH:23][C:22]3[C:17](=[CH:18][CH:19]=[CH:20][CH:21]=3)[CH:16]=2)[CH2:9]1)[C:2]1[CH:3]=[CH:4][CH:5]=[CH:6][CH:7]=1, predict the reactants needed to synthesize it. The reactants are: [CH2:1]([N:8]1[CH2:13][CH2:12][NH:11][C@H:10]([CH2:14][C:15]2[CH:24]=[CH:23][C:22]3[C:17](=[CH:18][CH:19]=[CH:20][CH:21]=3)[CH:16]=2)[CH2:9]1)[C:2]1[CH:7]=[CH:6][CH:5]=[CH:4][CH:3]=1.C(N(CC)CC)C.[Cl:32][C:33]1[CH:34]=[C:35]([CH:39]=[C:40]([Cl:42])[CH:41]=1)[C:36](Cl)=[O:37].